This data is from Full USPTO retrosynthesis dataset with 1.9M reactions from patents (1976-2016). The task is: Predict the reactants needed to synthesize the given product. (1) Given the product [CH3:1][O:2][C:3](=[O:19])[C:4]1[CH:9]=[CH:8][CH:7]=[CH:6][C:5]=1[NH:10][CH2:11][C:12]1[CH:17]=[CH:16][N:15]=[C:14]([NH:28][C:26]([N:20]2[CH2:25][CH2:24][O:23][CH2:22][CH2:21]2)=[O:27])[CH:13]=1, predict the reactants needed to synthesize it. The reactants are: [CH3:1][O:2][C:3](=[O:19])[C:4]1[CH:9]=[CH:8][CH:7]=[CH:6][C:5]=1[NH:10][CH2:11][C:12]1[CH:17]=[CH:16][N:15]=[C:14](Br)[CH:13]=1.[N:20]1([C:26]([NH2:28])=[O:27])[CH2:25][CH2:24][O:23][CH2:22][CH2:21]1. (2) Given the product [C:19]([N:13]1[CH2:14][CH2:15][C:10]([C:7]2[CH:8]=[CH:9][C:4]([N+:1]([O-:3])=[O:2])=[CH:5][CH:6]=2)([C:16]#[N:17])[CH2:11][CH2:12]1)(=[O:20])[CH3:18], predict the reactants needed to synthesize it. The reactants are: [N+:1]([C:4]1[CH:9]=[CH:8][C:7]([C:10]2([C:16]#[N:17])[CH2:15][CH2:14][NH:13][CH2:12][CH2:11]2)=[CH:6][CH:5]=1)([O-:3])=[O:2].[CH3:18][C:19](Cl)=[O:20].CCN(C(C)C)C(C)C. (3) Given the product [Cl:1][C:2]1[CH:3]=[C:4]([C:9](=[O:11])[CH3:10])[CH:5]=[CH:6][C:7]=1[O:8][CH3:12], predict the reactants needed to synthesize it. The reactants are: [Cl:1][C:2]1[CH:3]=[C:4]([C:9](=[O:11])[CH3:10])[CH:5]=[CH:6][C:7]=1[OH:8].[C:12]([O-])([O-])=O.[K+].[K+].[OH-].[Na+].O. (4) Given the product [NH2:15][C:5]1[C:4]([NH:1][C:16](=[O:17])[O:18][C:19]([CH3:22])([CH3:21])[CH3:20])=[CH:8][N:7]([C:9]2[CH:14]=[CH:13][CH:12]=[CH:11][CH:10]=2)[N:6]=1, predict the reactants needed to synthesize it. The reactants are: [N+:1]([C:4]1[C:5]([NH2:15])=[N:6][N:7]([C:9]2[CH:14]=[CH:13][CH:12]=[CH:11][CH:10]=2)[CH:8]=1)([O-])=O.[C:16](O[C:16]([O:18][C:19]([CH3:22])([CH3:21])[CH3:20])=[O:17])([O:18][C:19]([CH3:22])([CH3:21])[CH3:20])=[O:17].C(N(CC)CC)C.